Dataset: Forward reaction prediction with 1.9M reactions from USPTO patents (1976-2016). Task: Predict the product of the given reaction. (1) The product is: [Br:4][C:5]1[C:10]([C:11]2[CH:16]=[CH:15][C:14]([F:17])=[CH:13][CH:12]=2)=[C:9]([F:18])[C:8]([O:19][CH2:2][CH3:3])=[C:7]([CH:20]=[O:21])[CH:6]=1. Given the reactants I[CH2:2][CH3:3].[Br:4][C:5]1[C:10]([C:11]2[CH:16]=[CH:15][C:14]([F:17])=[CH:13][CH:12]=2)=[C:9]([F:18])[C:8]([OH:19])=[C:7]([CH:20]=[O:21])[CH:6]=1.C(=O)([O-])[O-].[K+].[K+], predict the reaction product. (2) Given the reactants [C:1]1([CH2:7][CH2:8][N:9]([CH2:21][C:22]2[CH:27]=[CH:26][C:25]([CH2:28][OH:29])=[CH:24][CH:23]=2)[C:10]2[S:11][CH:12]=[C:13]([C:15]3[CH:20]=[CH:19][CH:18]=[CH:17][CH:16]=3)[N:14]=2)[CH:6]=[CH:5][CH:4]=[CH:3][CH:2]=1, predict the reaction product. The product is: [C:1]1([CH2:7][CH2:8][N:9]([CH2:21][C:22]2[CH:23]=[CH:24][C:25]([CH:28]=[O:29])=[CH:26][CH:27]=2)[C:10]2[S:11][CH:12]=[C:13]([C:15]3[CH:20]=[CH:19][CH:18]=[CH:17][CH:16]=3)[N:14]=2)[CH:2]=[CH:3][CH:4]=[CH:5][CH:6]=1. (3) Given the reactants [F:1][C:2]([F:33])([F:32])[C:3]1[CH:4]=[C:5]([C@H:13]2[O:17][C:16](=[O:18])[N:15]([CH2:19][C:20]3[CH:25]=[C:24]([C:26]([F:29])([F:28])[F:27])[CH:23]=[CH:22][C:21]=3I)[C@H:14]2[CH3:31])[CH:6]=[C:7]([C:9]([F:12])([F:11])[F:10])[CH:8]=1.[CH:34]([C:37]1[CH:38]=[C:39](B(O)O)[CH:40]=[CH:41][CH:42]=1)([CH3:36])[CH3:35].COCCOC.C([O-])([O-])=O.[Na+].[Na+], predict the reaction product. The product is: [F:1][C:2]([F:33])([F:32])[C:3]1[CH:4]=[C:5]([C@H:13]2[O:17][C:16](=[O:18])[N:15]([CH2:19][C:20]3[CH:25]=[C:24]([C:26]([F:29])([F:28])[F:27])[CH:23]=[CH:22][C:21]=3[C:41]3[CH:40]=[CH:39][CH:38]=[C:37]([CH:34]([CH3:36])[CH3:35])[CH:42]=3)[C@H:14]2[CH3:31])[CH:6]=[C:7]([C:9]([F:12])([F:11])[F:10])[CH:8]=1. (4) Given the reactants [NH:1]=[C:2]1[CH:7]=[C:6]([O:8][CH3:9])[CH:5]=[CH:4][N:3]1[CH2:10][C:11](O)=O.P(Cl)(Cl)([Cl:16])=O.O, predict the reaction product. The product is: [Cl:16][C:11]1[N:1]=[C:2]2[CH:7]=[C:6]([O:8][CH3:9])[CH:5]=[CH:4][N:3]2[CH:10]=1. (5) Given the reactants [Cl:1][C:2]1[CH:7]=[CH:6][C:5]([S:8][C:9]2[CH:14]=[CH:13][C:12]([F:15])=[CH:11][C:10]=2/[CH:16]=[CH:17]/[C:18]([OH:20])=O)=[CH:4][CH:3]=1.[NH2:21][CH2:22][CH2:23][CH2:24][CH2:25][OH:26], predict the reaction product. The product is: [Cl:1][C:2]1[CH:3]=[CH:4][C:5]([S:8][C:9]2[CH:14]=[CH:13][C:12]([F:15])=[CH:11][C:10]=2/[CH:16]=[CH:17]/[C:18]([NH:21][CH2:22][CH2:23][CH2:24][CH2:25][OH:26])=[O:20])=[CH:6][CH:7]=1. (6) Given the reactants [S:1]1[C:5]2=[C:6]3[C:10](=[CH:11][CH:12]=[C:4]2[N:3]=[CH:2]1)[NH:9][C:8](=[O:13])[C:7]13[C:25]2[C:16](=[CH:17][C:18]3[O:23][CH2:22][CH2:21][O:20][C:19]=3[CH:24]=2)[O:15][CH2:14]1.N1C2C(=CC=CC=2)[C@@]2(C3C(=C[C:39]4[O:44][CH2:43][CH2:42][O:41][C:40]=4[CH:45]=3)OC2)C1=O, predict the reaction product. The product is: [CH3:39][O:44][CH2:43][CH2:42][O:41][CH2:40][CH2:45][N:9]1[C:10]2[C:6](=[C:5]3[S:1][CH:2]=[N:3][C:4]3=[CH:12][CH:11]=2)[C:7]2([C:25]3[C:16](=[CH:17][C:18]4[O:23][CH2:22][CH2:21][O:20][C:19]=4[CH:24]=3)[O:15][CH2:14]2)[C:8]1=[O:13]. (7) Given the reactants [CH:1]([S:4][C:5]1[CH:13]=[CH:12][CH:11]=[CH:10][C:6]=1[C:7](Cl)=[O:8])([CH3:3])[CH3:2].[CH:14]1([CH2:18][NH:19][C@H:20]2[CH2:24][CH2:23][N:22]([C:25]([O:27][C:28]([CH3:31])([CH3:30])[CH3:29])=[O:26])[CH2:21]2)[CH2:17][CH2:16][CH2:15]1.C(N(CC)CC)C, predict the reaction product. The product is: [CH:14]1([CH2:18][N:19]([C:7](=[O:8])[C:6]2[CH:10]=[CH:11][CH:12]=[CH:13][C:5]=2[S:4][CH:1]([CH3:3])[CH3:2])[C@H:20]2[CH2:24][CH2:23][N:22]([C:25]([O:27][C:28]([CH3:31])([CH3:30])[CH3:29])=[O:26])[CH2:21]2)[CH2:15][CH2:16][CH2:17]1. (8) Given the reactants Br[C:2]1[C:15]2[CH2:14][CH2:13][N:12]3[C:8](=[N:9][C:10]([C:16]4[CH:21]=[CH:20][CH:19]=[CH:18][CH:17]=4)=[CH:11]3)[CH:7]([O:22][CH:23]3[CH2:28][CH2:27][N:26]([CH3:29])[CH2:25][CH2:24]3)[C:6]=2[CH:5]=[CH:4][CH:3]=1.[Cl-].[Li+].[CH2:32]=[CH:33][C:34]1[CH:39]=[CH:38][CH:37]=[CH:36][CH:35]=1.C(=O)([O-])[O-].[K+].[K+], predict the reaction product. The product is: [CH3:29][N:26]1[CH2:27][CH2:28][CH:23]([O:22][CH:7]2[C:6]3[CH:5]=[CH:4][CH:3]=[C:2]([CH2:32][CH2:33][C:34]4[CH:39]=[CH:38][CH:37]=[CH:36][CH:35]=4)[C:15]=3[CH2:14][CH2:13][N:12]3[C:8]2=[N:9][C:10]([C:16]2[CH:17]=[CH:18][CH:19]=[CH:20][CH:21]=2)=[CH:11]3)[CH2:24][CH2:25]1. (9) Given the reactants C[O:2][C:3]([C:5]1[O:9][N:8]=[C:7]([C:10]([CH3:13])([CH3:12])[CH3:11])[C:6]=1[CH3:14])=[O:4].[OH-].[Na+], predict the reaction product. The product is: [C:10]([C:7]1[C:6]([CH3:14])=[C:5]([C:3]([OH:4])=[O:2])[O:9][N:8]=1)([CH3:13])([CH3:11])[CH3:12]. (10) Given the reactants [CH3:1][S:2][C:3]1[C:4]([C:8]2[CH:9]=[N:10][CH:11]=[CH:12][CH:13]=2)=[N:5][NH:6][CH:7]=1.[C:14]1([C:20]2(CC=C)C=CC=C(SSCC=C)[CH2:21]2)[CH:19]=[CH:18][CH:17]=[CH:16][CH:15]=1.BrC1C(C2C=NC=CC=2)=NNC=1, predict the reaction product. The product is: [C:14]1([CH:20]=[CH:21][CH2:1][S:2][C:3]2[C:4]([C:8]3[CH:9]=[N:10][CH:11]=[CH:12][CH:13]=3)=[N:5][NH:6][CH:7]=2)[CH:19]=[CH:18][CH:17]=[CH:16][CH:15]=1.